This data is from Reaction yield outcomes from USPTO patents with 853,638 reactions. The task is: Predict the reaction yield, written as a fraction of the theoretical maximum amount of product (1.0 means a 100% yield; for example, 0.34 means a 34% yield). (1) The reactants are [CH2:1]([O:3][C:4]1[CH:5]=[C:6]([CH2:14][OH:15])[CH:7]=[C:8]([O:11][CH2:12][CH3:13])[C:9]=1[F:10])[CH3:2]. The catalyst is ClCCCl.O=[Mn]=O. The product is [CH2:1]([O:3][C:4]1[CH:5]=[C:6]([CH:7]=[C:8]([O:11][CH2:12][CH3:13])[C:9]=1[F:10])[CH:14]=[O:15])[CH3:2]. The yield is 0.830. (2) The product is [N:15]1[CH:16]=[CH:17][N:18]=[CH:19][C:14]=1[C:13]12[CH2:12][N:4]([C:5]([O:6][C:7]([CH3:10])([CH3:9])[CH3:8])=[O:11])[CH2:1][CH:2]1[CH2:3][O:21][NH:20]2. The yield is 0.740. The reactants are [CH2:1]([N:4]([CH2:12][C:13](=[N:20][OH:21])[C:14]1[CH:19]=[N:18][CH:17]=[CH:16][N:15]=1)[C:5](=[O:11])[O:6][C:7]([CH3:10])([CH3:9])[CH3:8])[CH:2]=[CH2:3]. The catalyst is C1(C)C=CC=CC=1. (3) The reactants are [CH3:1][O:2][C:3]([C:5]1([S:11]([C:14]2[CH:19]=[CH:18][C:17]([O:20][CH2:21][C:22]#[C:23][CH3:24])=[CH:16][CH:15]=2)(=[O:13])=[O:12])[CH2:10][CH2:9][NH:8][CH2:7][CH2:6]1)=[O:4].C(N(CC)CC)C.[CH3:32][O:33][C:34]1[CH:39]=[CH:38][C:37]([S:40](Cl)(=[O:42])=[O:41])=[CH:36][CH:35]=1.CN(C1C=CC=CN=1)C. The catalyst is C(Cl)Cl. The product is [CH2:21]([O:20][C:17]1[CH:16]=[CH:15][C:14]([S:11]([C:5]2([C:3]([O:2][CH3:1])=[O:4])[CH2:10][CH2:9][N:8]([S:40]([C:37]3[CH:36]=[CH:35][C:34]([O:33][CH3:32])=[CH:39][CH:38]=3)(=[O:42])=[O:41])[CH2:7][CH2:6]2)(=[O:13])=[O:12])=[CH:19][CH:18]=1)[C:22]#[C:23][CH3:24]. The yield is 0.880. (4) The reactants are [O-2].[Al+3].[O-2].[O-2].[Al+3].[CH2:6]([CH:8]1[CH2:13][CH2:12][CH:11]([CH2:14][CH3:15])[O:10][C:9]1=[O:16])[CH3:7].[H][H]. The product is [CH2:6]([CH:8]([CH2:13][CH2:12][CH2:11][CH2:14][CH3:15])[C:9]([OH:16])=[O:10])[CH3:7]. The yield is 0.890. The catalyst is [Pd]. (5) The reactants are [C:1]([P:5]([C:10]1[CH:15]=[CH:14][C:13]([CH3:16])=[C:12]([P:17]([C:24]2[CH:29]=[CH:28][CH:27]=[CH:26][CH:25]=2)[C:18]2[CH:23]=[CH:22][CH:21]=[CH:20][CH:19]=2)[C:11]=1[CH3:30])[C:6]([CH3:9])([CH3:8])[CH3:7])([CH3:4])([CH3:3])[CH3:2].P.P. The catalyst is COCCO. The product is [C:1]([P:5]([C:10]1[CH:15]=[CH:14][C:13]([CH3:16])=[C:12]([P:17]([C:24]2[CH:29]=[CH:28][CH:27]=[CH:26][CH:25]=2)[C:18]2[CH:23]=[CH:22][CH:21]=[CH:20][CH:19]=2)[C:11]=1[CH3:30])[C:6]([CH3:7])([CH3:9])[CH3:8])([CH3:2])([CH3:3])[CH3:4]. The yield is 0.860. (6) The yield is 0.620. The reactants are [N:1]1([CH2:6][CH2:7][CH2:8][N:9]2[CH2:14][CH2:13][CH:12]([CH2:15][NH:16][C:17](=[O:28])[C:18]3[CH:23]=[C:22]([Cl:24])[C:21]([NH2:25])=[CH:20][C:19]=3[O:26][CH3:27])[CH2:11][CH2:10]2)[CH:5]=[CH:4][N:3]=[N:2]1.Cl. The product is [ClH:24].[N:1]1([CH2:6][CH2:7][CH2:8][N:9]2[CH2:10][CH2:11][CH:12]([CH2:15][NH:16][C:17](=[O:28])[C:18]3[CH:23]=[C:22]([Cl:24])[C:21]([NH2:25])=[CH:20][C:19]=3[O:26][CH3:27])[CH2:13][CH2:14]2)[CH:5]=[CH:4][N:3]=[N:2]1. The catalyst is C(O)C. (7) The catalyst is C(#N)C.CCOC(C)=O. The product is [CH3:12][C:5]1[C:6]2[O:10][CH:9]=[CH:8][C:7]=2[CH:11]=[C:3]([OH:2])[CH:4]=1. The reactants are C[O:2][C:3]1[CH:4]=[C:5]([CH3:12])[C:6]2[O:10][CH:9]=[CH:8][C:7]=2[CH:11]=1.C([O-])([O-])=O.[K+].[K+].[Si](I)(C)(C)C. The yield is 0.250. (8) The reactants are Cl[Si](Cl)(Cl)Cl.[N-:6]=[N+:7]=[N-:8].[Na+].[CH3:10][O:11][C:12]([C:14]1[CH:15]=[C:16]([C:24]2[CH:29]=[CH:28][C:27]([CH3:30])=[CH:26][CH:25]=2)[CH:17]=[C:18]([NH:20][C:21](=O)[CH3:22])[CH:19]=1)=[O:13]. The catalyst is C(#N)C. The product is [CH3:10][O:11][C:12]([C:14]1[CH:15]=[C:16]([C:24]2[CH:29]=[CH:28][C:27]([CH3:30])=[CH:26][CH:25]=2)[CH:17]=[C:18]([N:20]2[C:21]([CH3:22])=[N:8][N:7]=[N:6]2)[CH:19]=1)=[O:13]. The yield is 0.850.